This data is from Full USPTO retrosynthesis dataset with 1.9M reactions from patents (1976-2016). The task is: Predict the reactants needed to synthesize the given product. (1) Given the product [CH:33]1([C:36]([NH:1][C@H:2]2[CH2:7][CH2:6][C@H:5]([NH:8][C:9]([C:11]3[C:15]4[N:16]=[CH:17][N:18]=[C:19]([C:20]5[CH:25]=[C:24]([O:26][CH3:27])[CH:23]=[CH:22][C:21]=5[O:28][CH2:29][CH:30]5[CH2:31][CH2:32]5)[C:14]=4[NH:13][CH:12]=3)=[O:10])[CH2:4][CH2:3]2)=[O:37])[CH2:35][CH2:34]1, predict the reactants needed to synthesize it. The reactants are: [NH2:1][C@H:2]1[CH2:7][CH2:6][C@H:5]([NH:8][C:9]([C:11]2[C:15]3[N:16]=[CH:17][N:18]=[C:19]([C:20]4[CH:25]=[C:24]([O:26][CH3:27])[CH:23]=[CH:22][C:21]=4[O:28][CH2:29][CH:30]4[CH2:32][CH2:31]4)[C:14]=3[NH:13][CH:12]=2)=[O:10])[CH2:4][CH2:3]1.[CH:33]1([C:36](Cl)=[O:37])[CH2:35][CH2:34]1. (2) Given the product [F:37][C:4]1[CH:3]=[C:2]([NH:1][C:39]([NH2:40])=[O:38])[CH:36]=[CH:35][C:5]=1[O:6][C:7]1[CH:12]=[CH:11][N:10]=[C:9]2[CH:13]=[C:14]([C:16]3[N:21]=[CH:20][C:19]([CH2:22][N:23]([CH2:31][CH2:32][O:33][CH3:34])[C:24](=[O:30])[O:25][C:26]([CH3:29])([CH3:28])[CH3:27])=[CH:18][CH:17]=3)[S:15][C:8]=12, predict the reactants needed to synthesize it. The reactants are: [NH2:1][C:2]1[CH:36]=[CH:35][C:5]([O:6][C:7]2[CH:12]=[CH:11][N:10]=[C:9]3[CH:13]=[C:14]([C:16]4[N:21]=[CH:20][C:19]([CH2:22][N:23]([CH2:31][CH2:32][O:33][CH3:34])[C:24](=[O:30])[O:25][C:26]([CH3:29])([CH3:28])[CH3:27])=[CH:18][CH:17]=4)[S:15][C:8]=23)=[C:4]([F:37])[CH:3]=1.[O-:38][C:39]#[N:40].[Na+]. (3) Given the product [Cl:1][C:2]1[CH:7]=[C:6]([C:34]#[CH:35])[CH:5]=[CH:4][C:3]=1[NH:9][C:10]1[CH:24]=[N:23][CH:22]=[CH:21][C:11]=1[C:12]([NH:14][O:15][CH2:16][CH:17]([OH:20])[CH2:18][OH:19])=[O:13], predict the reactants needed to synthesize it. The reactants are: [Cl:1][C:2]1[CH:7]=[C:6](I)[CH:5]=[CH:4][C:3]=1[NH:9][C:10]1[CH:24]=[N:23][CH:22]=[CH:21][C:11]=1[C:12]([NH:14][O:15][CH2:16][C@H:17]([OH:20])[CH2:18][OH:19])=[O:13].CN(C=O)C.C[Si]([C:34]#[CH:35])(C)C.[F-].[Cs+]. (4) Given the product [C:31]([CH2:32][CH2:33][NH:34][C:2]1[CH:7]=[CH:6][C:5]([S:8]([C:11]2[CH:12]=[CH:13][C:14]([CH3:29])=[C:15]([S:17]([NH:20][CH2:21][CH2:22][CH2:23][N:24]3[CH:28]=[CH:27][N:26]=[CH:25]3)(=[O:19])=[O:18])[CH:16]=2)(=[O:10])=[O:9])=[CH:4][CH:3]=1)#[N:30], predict the reactants needed to synthesize it. The reactants are: F[C:2]1[CH:7]=[CH:6][C:5]([S:8]([C:11]2[CH:12]=[CH:13][C:14]([CH3:29])=[C:15]([S:17]([NH:20][CH2:21][CH2:22][CH2:23][N:24]3[CH:28]=[CH:27][N:26]=[CH:25]3)(=[O:19])=[O:18])[CH:16]=2)(=[O:10])=[O:9])=[CH:4][CH:3]=1.[NH2:30][CH2:31][CH2:32][C:33]#[N:34]. (5) Given the product [Br:10][C:11]1[CH:12]=[CH:13][CH:14]=[C:15]([CH2:17][F:7])[N:16]=1, predict the reactants needed to synthesize it. The reactants are: C(N(S(F)(F)[F:7])CC)C.[Br:10][C:11]1[N:16]=[C:15]([CH2:17]O)[CH:14]=[CH:13][CH:12]=1.C(=O)([O-])O.[Na+].